This data is from Catalyst prediction with 721,799 reactions and 888 catalyst types from USPTO. The task is: Predict which catalyst facilitates the given reaction. (1) Product: [F:1][C:2]1[CH:3]=[CH:4][C:5]2[N:6]([C:8]([C:11]3[N:16]=[C:15]([N:17]4[CH2:21][CH2:20][CH2:19][C@H:18]4[C:22]([OH:24])=[O:23])[CH:14]=[CH:13][N:12]=3)=[CH:9][N:10]=2)[CH:7]=1. The catalyst class is: 5. Reactant: [F:1][C:2]1[CH:3]=[CH:4][C:5]2[N:6]([C:8]([C:11]3[N:16]=[C:15]([N:17]4[CH2:21][CH2:20][CH2:19][C@H:18]4[C:22]([O:24]C)=[O:23])[CH:14]=[CH:13][N:12]=3)=[CH:9][N:10]=2)[CH:7]=1.[OH-].[Na+]. (2) The catalyst class is: 538. Product: [Cl:8][C:5]1[N:4]=[C:3]([NH:9][CH:10]([CH2:13][CH3:14])[CH2:11][CH3:12])[C:2]([C:20]#[C:19][CH:18]([O:21][CH2:22][CH3:23])[O:17][CH2:15][CH3:16])=[CH:7][N:6]=1. Reactant: Br[C:2]1[C:3]([NH:9][CH:10]([CH2:13][CH3:14])[CH2:11][CH3:12])=[N:4][C:5]([Cl:8])=[N:6][CH:7]=1.[CH2:15]([O:17][CH:18]([O:21][CH2:22][CH3:23])[C:19]#[CH:20])[CH3:16].CCN(CC)CC. (3) Reactant: [Mg].Br[CH2:3][CH2:4][CH:5]1[O:9][CH2:8][CH2:7][O:6]1.[F:10][C:11]([F:21])([F:20])[C:12]1[CH:19]=[CH:18][CH:17]=[CH:16][C:13]=1[CH:14]=[O:15].[NH4+].[Cl-]. Product: [O:6]1[CH2:7][CH2:8][O:9][CH:5]1[CH2:4][CH2:3][CH:14]([C:13]1[CH:16]=[CH:17][CH:18]=[CH:19][C:12]=1[C:11]([F:10])([F:20])[F:21])[OH:15]. The catalyst class is: 1. (4) Reactant: C(OC([N:8]1[CH2:12][C:11]([F:14])([F:13])[CH2:10][CH:9]1[C:15]([O:17][CH2:18][CH:19]=[CH2:20])=[O:16])=O)(C)(C)C.[F:21][C:22]([F:27])([F:26])[C:23]([OH:25])=[O:24]. Product: [F:21][C:22]([F:27])([F:26])[C:23]([OH:25])=[O:24].[CH2:18]([O:17][C:15]([CH:9]1[CH2:10][C:11]([F:14])([F:13])[CH2:12][NH:8]1)=[O:16])[CH:19]=[CH2:20]. The catalyst class is: 4. (5) Reactant: B.CSC.[O:5]1[CH2:10][CH2:9][CH2:8][CH2:7][CH:6]1[O:11][C:12]1[CH:30]=[CH:29][C:15]([O:16][CH:17]([C:21]2[CH:28]=[CH:27][C:24]([C:25]#[N:26])=[CH:23][CH:22]=2)[CH2:18][CH:19]=[CH2:20])=[CH:14][CH:13]=1.O.CC[O:34]CC. Product: [OH:34][CH2:20][CH2:19][CH2:18][CH:17]([C:21]1[CH:22]=[CH:23][C:24]([C:25]#[N:26])=[CH:27][CH:28]=1)[O:16][C:15]1[CH:29]=[CH:30][C:12]([O:11][CH:6]2[CH2:7][CH2:8][CH2:9][CH2:10][O:5]2)=[CH:13][CH:14]=1. The catalyst class is: 1.